From a dataset of Forward reaction prediction with 1.9M reactions from USPTO patents (1976-2016). Predict the product of the given reaction. (1) Given the reactants Br[CH2:2][C:3]1[C:4]([C:13]2[S:14][CH:15]=[CH:16][CH:17]=2)=[N:5][O:6][C:7]=1[C:8]([O:10][CH2:11][CH3:12])=[O:9].[CH2:18]([O:20][C:21](=[O:35])[CH2:22][NH:23][CH2:24][C:25]1[CH:30]=[CH:29][C:28]([O:31][CH3:32])=[CH:27][C:26]=1[O:33][CH3:34])[CH3:19].C(=O)([O-])[O-].[K+].[K+].CCOC(C)=O, predict the reaction product. The product is: [CH3:34][O:33][C:26]1[CH:27]=[C:28]([O:31][CH3:32])[CH:29]=[CH:30][C:25]=1[CH2:24][N:23]([CH2:2][C:3]1[C:4]([C:13]2[S:14][CH:15]=[CH:16][CH:17]=2)=[N:5][O:6][C:7]=1[C:8]([O:10][CH2:11][CH3:12])=[O:9])[CH2:22][C:21]([O:20][CH2:18][CH3:19])=[O:35]. (2) Given the reactants [NH2:1][CH2:2][C:3]1[C:4]([CH3:26])=[C:5]([C:10]2[NH:11][C:12](=[O:25])[N:13]([C:15]3[CH:20]=[CH:19][C:18]([C:21]([F:24])([F:23])[F:22])=[CH:17][CH:16]=3)[N:14]=2)[C:6]([CH3:9])=[CH:7][CH:8]=1.CN(C=O)C.CN(C(ON1N=NC2C=CC=CC1=2)=[N+](C)C)C.[B-](F)(F)(F)F.[O:54]1[CH2:58][CH2:57][CH2:56][C@@H:55]1[C:59](O)=[O:60], predict the reaction product. The product is: [CH3:26][C:4]1[C:5]([C:10]2[NH:11][C:12](=[O:25])[N:13]([C:15]3[CH:20]=[CH:19][C:18]([C:21]([F:23])([F:24])[F:22])=[CH:17][CH:16]=3)[N:14]=2)=[C:6]([CH3:9])[CH:7]=[CH:8][C:3]=1[CH2:2][NH:1][C:59]([C@H:55]1[CH2:56][CH2:57][CH2:58][O:54]1)=[O:60].